Dataset: Full USPTO retrosynthesis dataset with 1.9M reactions from patents (1976-2016). Task: Predict the reactants needed to synthesize the given product. Given the product [Cl:16][C:13]1[CH:14]=[CH:15][C:6]([O:5][CH2:4][C:3]([OH:31])=[O:2])=[C:7]2[C:12]=1[N:11]=[C:10]([CH2:17][CH3:18])[C:9]([CH2:19][C:20]1[CH:21]=[CH:22][C:23]([F:26])=[CH:24][CH:25]=1)=[C:8]2[O:27][CH:28]([F:30])[F:29], predict the reactants needed to synthesize it. The reactants are: C[O:2][C:3](=[O:31])[CH2:4][O:5][C:6]1[CH:15]=[CH:14][C:13]([Cl:16])=[C:12]2[C:7]=1[C:8]([O:27][CH:28]([F:30])[F:29])=[C:9]([CH2:19][C:20]1[CH:25]=[CH:24][C:23]([F:26])=[CH:22][CH:21]=1)[C:10]([CH2:17][CH3:18])=[N:11]2.CO.[OH-].[Li+].Cl.